Dataset: Reaction yield outcomes from USPTO patents with 853,638 reactions. Task: Predict the reaction yield, written as a fraction of the theoretical maximum amount of product (1.0 means a 100% yield; for example, 0.34 means a 34% yield). (1) The catalyst is C(O)(=O)C#CCC. The yield is 0.247. The reactants are [NH2:1][C:2]1[C:3]2[N:4]([C:8]([C@@H:26]3[CH2:30][CH2:29][CH2:28][NH:27]3)=[N:9][C:10]=2[C:11]2[CH:25]=[CH:24][C:14]([C:15]([NH:17][C:18]3[CH:23]=[CH:22][CH:21]=[CH:20][N:19]=3)=[O:16])=[CH:13][CH:12]=2)[CH:5]=[CH:6][N:7]=1. The product is [NH2:1][C:2]1[C:3]2[N:4]([C:8]([C@@H:26]3[CH2:30][CH2:29][CH2:28][N:27]3[C:15](=[O:16])[C:14]#[C:13][CH2:12][CH3:11])=[N:9][C:10]=2[C:11]2[CH:25]=[CH:24][C:14]([C:15]([NH:17][C:18]3[CH:23]=[CH:22][CH:21]=[CH:20][N:19]=3)=[O:16])=[CH:13][CH:12]=2)[CH:5]=[CH:6][N:7]=1. (2) The catalyst is CO.CO.C(Cl)Cl. The product is [NH:37]1[C:33]([C:28]2[CH:29]=[CH:30][CH:31]=[CH:32][C:27]=2[C:23]2[CH:22]=[C:21]3[C:26](=[CH:25][CH:24]=2)[C@@H:18]([N:17]2[C:6]4=[N:7][C:8]([CH2:12][C:13]([CH3:14])([OH:15])[CH3:16])=[CH:9][C:10]([CH3:11])=[C:5]4[N:4]=[C:3]2[CH2:1][CH3:2])[CH2:19][CH2:20]3)=[N:34][N:35]=[N:36]1. The yield is 0.810. The reactants are [CH2:1]([C:3]1[N:17]([C@@H:18]2[C:26]3[C:21](=[CH:22][C:23]([C:27]4[CH:32]=[CH:31][CH:30]=[CH:29][C:28]=4[C:33]4[N:37](C(C5C=CC=CC=5)(C5C=CC=CC=5)C5C=CC=CC=5)[N:36]=[N:35][N:34]=4)=[CH:24][CH:25]=3)[CH2:20][CH2:19]2)[C:6]2=[N:7][C:8]([CH2:12][C:13]([CH3:16])([OH:15])[CH3:14])=[CH:9][C:10]([CH3:11])=[C:5]2[N:4]=1)[CH3:2]. (3) The product is [CH3:5][O:6][C:7]1[CH:12]=[CH:11][C:10]([CH2:13][CH2:14][CH2:15][CH2:16][N:1]=[N+:2]=[N-:3])=[CH:9][CH:8]=1. The catalyst is CN(C=O)C. The reactants are [N-:1]=[N+:2]=[N-:3].[Na+].[CH3:5][O:6][C:7]1[CH:12]=[CH:11][C:10]([CH2:13][CH2:14][CH2:15][CH2:16]OS(C2C=CC(C)=CC=2)(=O)=O)=[CH:9][CH:8]=1. The yield is 0.950. (4) The product is [CH:1]([C:3]1[CH:4]=[CH:5][CH:6]=[C:7]([OH:8])[C:12]=1[C:11]([O:10][CH3:9])=[O:13])=[CH2:2]. The catalyst is Cl. The reactants are [CH:1]([C:3]1[C:12]2[C:11](=[O:13])[O:10][C:9](C)(C)[O:8][C:7]=2[CH:6]=[CH:5][CH:4]=1)=[CH2:2].C[O-].[Na+].CO. The yield is 0.570.